From a dataset of Reaction yield outcomes from USPTO patents with 853,638 reactions. Predict the reaction yield, written as a fraction of the theoretical maximum amount of product (1.0 means a 100% yield; for example, 0.34 means a 34% yield). (1) The reactants are C[N:2](C)[CH:3]=[CH:4][C:5]([C:7]1[C:12](=[O:13])[CH:11]=[CH:10][N:9]([C:14]2[CH:19]=[CH:18][N:17]=[CH:16][CH:15]=2)[N:8]=1)=O.[C:21]1([NH:27]N)[CH:26]=[CH:25][CH:24]=[CH:23][CH:22]=1. The catalyst is CO. The product is [C:21]1([N:27]2[C:5]([C:7]3[C:12](=[O:13])[CH:11]=[CH:10][N:9]([C:14]4[CH:19]=[CH:18][N:17]=[CH:16][CH:15]=4)[N:8]=3)=[CH:4][CH:3]=[N:2]2)[CH:26]=[CH:25][CH:24]=[CH:23][CH:22]=1. The yield is 0.160. (2) The reactants are [F:1][C:2]1[CH:3]=[C:4]([CH:9]2[NH:14][C:13](=[O:15])[CH2:12][O:11][CH2:10]2)[CH:5]=[CH:6][C:7]=1[F:8].[H-].[Na+].Cl[C:19]([O:21][C:22]1[CH:27]=[CH:26][C:25]([N+:28]([O-:30])=[O:29])=[CH:24][CH:23]=1)=[O:20]. The catalyst is C1COCC1. The product is [N+:28]([C:25]1[CH:24]=[CH:23][C:22]([O:21][C:19]([N:14]2[C:13](=[O:15])[CH2:12][O:11][CH2:10][CH:9]2[C:4]2[CH:5]=[CH:6][C:7]([F:8])=[C:2]([F:1])[CH:3]=2)=[O:20])=[CH:27][CH:26]=1)([O-:30])=[O:29]. The yield is 0.510.